Dataset: Full USPTO retrosynthesis dataset with 1.9M reactions from patents (1976-2016). Task: Predict the reactants needed to synthesize the given product. (1) Given the product [O:2]=[C:3]1[CH:8]=[CH:7][N:6]([C:10]([O:12][CH2:13][C:14]2[CH:19]=[CH:18][CH:17]=[CH:16][CH:15]=2)=[O:11])[CH:5]([C:25]2[CH:26]=[CH:27][C:22]([C:21]([F:31])([F:30])[F:20])=[CH:23][CH:24]=2)[CH2:4]1, predict the reactants needed to synthesize it. The reactants are: C[O:2][C:3]1[CH:8]=[CH:7][N:6]=[CH:5][CH:4]=1.Cl[C:10]([O:12][CH2:13][C:14]1[CH:19]=[CH:18][CH:17]=[CH:16][CH:15]=1)=[O:11].[F:20][C:21]([F:31])([F:30])[C:22]1[CH:27]=[CH:26][C:25]([Mg]Br)=[CH:24][CH:23]=1. (2) The reactants are: [Cl:1][C:2]1[CH:7]=[CH:6][C:5]([NH:8][C:9]2[NH:10][C:11]([C:14]3[CH:19]=[CH:18][C:17]([OH:20])=[CH:16][CH:15]=3)=[N:12][N:13]=2)=[CH:4][C:3]=1[C:21]([F:24])([F:23])[F:22].C[Si]([N-][Si](C)(C)C)(C)C.[K+].[NH2:35][C:36]1[N:37]=[N:38][C:39](Cl)=[CH:40][CH:41]=1.[C:43]([O-:46])([O-])=[O:44].[K+].[K+]. Given the product [F:22][C:21]([F:24])([F:23])[C:43]([OH:46])=[O:44].[Cl:1][C:2]1[CH:7]=[CH:6][C:5]([NH:8][C:9]2[NH:10][C:11]([C:14]3[CH:15]=[CH:16][C:17]([O:20][C:39]4[N:38]=[N:37][C:36]([NH2:35])=[CH:41][CH:40]=4)=[CH:18][CH:19]=3)=[N:12][N:13]=2)=[CH:4][C:3]=1[C:21]([F:22])([F:23])[F:24], predict the reactants needed to synthesize it. (3) Given the product [OH:9][CH2:8][C:4]1[CH:3]=[C:2]([NH:1][C:15](=[O:16])[O:14][C:11]([CH3:13])([CH3:12])[CH3:10])[CH:7]=[CH:6][CH:5]=1, predict the reactants needed to synthesize it. The reactants are: [NH2:1][C:2]1[CH:3]=[C:4]([CH2:8][OH:9])[CH:5]=[CH:6][CH:7]=1.[CH3:10][C:11]([O:14][C:15](O[C:15]([O:14][C:11]([CH3:13])([CH3:12])[CH3:10])=[O:16])=[O:16])([CH3:13])[CH3:12].[OH-].[Na+]. (4) Given the product [CH3:18][N:19]1[CH2:24][CH2:23][CH:22]([O:25][C:26]2[CH:27]=[C:28]([CH:31]=[CH:32][CH:33]=2)[CH2:29][NH:30][C:13](=[O:14])[C:12]2[CH:11]=[CH:10][C:9]([O:8][C:1]3[CH:2]=[CH:7][CH:6]=[CH:5][CH:4]=3)=[CH:17][CH:16]=2)[CH2:21][CH2:20]1, predict the reactants needed to synthesize it. The reactants are: [CH2:1]([O:8][C:9]1[CH:17]=[CH:16][C:12]([C:13](Cl)=[O:14])=[CH:11][CH:10]=1)[C:2]1[CH:7]=[CH:6][CH:5]=[CH:4]C=1.[CH3:18][N:19]1[CH2:24][CH2:23][CH:22]([O:25][C:26]2[CH:27]=[C:28]([CH:31]=[CH:32][CH:33]=2)[CH2:29][NH2:30])[CH2:21][CH2:20]1. (5) Given the product [I:1][C:2]1[CH:13]=[CH:12][C:5]2[C:6]3[CH2:9][CH2:10][NH:11][C:16]4([CH2:17][CH2:18][CH2:19][O:14][CH2:15]4)[C:7]=3[O:8][C:4]=2[CH:3]=1, predict the reactants needed to synthesize it. The reactants are: [I:1][C:2]1[CH:13]=[CH:12][C:5]2[C:6]([CH2:9][CH2:10][NH2:11])=[CH:7][O:8][C:4]=2[CH:3]=1.[O:14]1[CH2:19][CH2:18][CH2:17][C:16](=O)[CH2:15]1.[OH-].[Na+]. (6) Given the product [OH:10][CH2:9][C:4]1[CH:5]=[CH:6][C:7]([CH3:8])=[C:2]([NH:1][C:18](=[O:20])[CH3:19])[CH:3]=1, predict the reactants needed to synthesize it. The reactants are: [NH2:1][C:2]1[CH:3]=[C:4]([CH2:9][OH:10])[CH:5]=[CH:6][C:7]=1[CH3:8].C(N(CC)CC)C.[C:18](Cl)(=[O:20])[CH3:19]. (7) The reactants are: [CH3:1][S:2][C:3]1[N:10]2[C:6]([S:7][CH:8]=[CH:9]2)=[C:5]([S:11][CH3:12])[N:4]=1.C([Li])CCC.CCCCCC.[CH2:24]([Sn:28](Cl)([CH2:33][CH2:34][CH2:35][CH3:36])[CH2:29][CH2:30][CH2:31][CH3:32])[CH2:25][CH2:26][CH3:27].C(OCC)(=O)C. Given the product [CH3:1][S:2][C:3]1[N:10]2[C:6]([S:7][C:8]([Sn:28]([CH2:29][CH2:30][CH2:31][CH3:32])([CH2:33][CH2:34][CH2:35][CH3:36])[CH2:24][CH2:25][CH2:26][CH3:27])=[CH:9]2)=[C:5]([S:11][CH3:12])[N:4]=1, predict the reactants needed to synthesize it.